Dataset: Full USPTO retrosynthesis dataset with 1.9M reactions from patents (1976-2016). Task: Predict the reactants needed to synthesize the given product. (1) Given the product [F:1][C:2]1[CH:20]=[CH:19][C:5]([CH2:6][O:7][C:8]2[CH:13]=[CH:12][C:11]([CH:14]=[CH:15][C:16]([NH:22][CH3:21])=[O:17])=[CH:10][CH:9]=2)=[CH:4][CH:3]=1, predict the reactants needed to synthesize it. The reactants are: [F:1][C:2]1[CH:20]=[CH:19][C:5]([CH2:6][O:7][C:8]2[CH:13]=[CH:12][C:11]([CH:14]=[CH:15][C:16](O)=[O:17])=[CH:10][CH:9]=2)=[CH:4][CH:3]=1.[CH3:21][NH2:22]. (2) The reactants are: [F-].C([N+](CCCC)(CCCC)CCCC)CCC.[Cl:19][C:20]1[CH:25]=[CH:24][CH:23]=[C:22]([C:26]#[N:27])[C:21]=1[N:28]1[C:32]2=[N:33][CH:34]=[N:35][C:36]([O:37][C@@H:38]([CH2:49][O:50][C@H:51]([CH3:64])[CH2:52][O:53][Si](C(C)C)(C(C)C)C(C)C)[C:39]([NH:41][C:42]3[CH:47]=[N:46][C:45]([CH3:48])=[CH:44][N:43]=3)=[O:40])=[C:31]2[CH:30]=[N:29]1.C(O)(=O)C. Given the product [Cl:19][C:20]1[CH:25]=[CH:24][CH:23]=[C:22]([C:26]#[N:27])[C:21]=1[N:28]1[C:32]2[N:33]=[CH:34][N:35]=[C:36]([O:37][C@@H:38]([CH2:49][O:50][C@H:51]([CH3:64])[CH2:52][OH:53])[C:39]([NH:41][C:42]3[CH:47]=[N:46][C:45]([CH3:48])=[CH:44][N:43]=3)=[O:40])[C:31]=2[CH:30]=[N:29]1, predict the reactants needed to synthesize it. (3) The reactants are: [Cl:1][C:2]1[CH:7]=[CH:6][CH:5]=[C:4]([F:8])[C:3]=1[C:9]1[NH:13][C:12]([C:14]2[N:19]=[C:18]3[N:20]([CH2:24][C:25]([CH3:28])([CH3:27])[CH3:26])[C:21]([NH2:23])=[N:22][C:17]3=[CH:16][CH:15]=2)=[C:11]([C:29]2[CH:34]=[CH:33][CH:32]=[CH:31][CH:30]=2)[N:10]=1.[CH3:35][S:36]([OH:39])(=[O:38])=[O:37]. Given the product [CH3:35][S:36]([OH:39])(=[O:38])=[O:37].[Cl:1][C:2]1[CH:7]=[CH:6][CH:5]=[C:4]([F:8])[C:3]=1[C:9]1[NH:13][C:12]([C:14]2[N:19]=[C:18]3[N:20]([CH2:24][C:25]([CH3:26])([CH3:27])[CH3:28])[C:21]([NH2:23])=[N:22][C:17]3=[CH:16][CH:15]=2)=[C:11]([C:29]2[CH:34]=[CH:33][CH:32]=[CH:31][CH:30]=2)[N:10]=1, predict the reactants needed to synthesize it. (4) Given the product [CH2:1]([O:8][C:9]([N:11]1[CH2:15][CH2:14][C@H:13]([O:16][CH2:17][CH2:18][O:19][CH2:20][CH2:21][O:22][CH2:26][C:27]([O:29][CH2:30][CH3:31])=[O:28])[CH2:12]1)=[O:10])[C:2]1[CH:7]=[CH:6][CH:5]=[CH:4][CH:3]=1, predict the reactants needed to synthesize it. The reactants are: [CH2:1]([O:8][C:9]([N:11]1[CH2:15][CH2:14][C@H:13]([O:16][CH2:17][CH2:18][O:19][CH2:20][CH2:21][OH:22])[CH2:12]1)=[O:10])[C:2]1[CH:7]=[CH:6][CH:5]=[CH:4][CH:3]=1.[H-].[Na+].Br[CH2:26][C:27]([O:29][CH2:30][CH3:31])=[O:28].[Cl-].[NH4+]. (5) Given the product [Cl:32][C:29]1[CH:30]=[CH:31][C:26]([C:24]2[S:23][C:20]3[C:21](=[O:22])[N:16]([CH2:15][CH2:14][C:11]4[CH:12]=[CH:13][C:8]([CH2:7][N:5]([CH3:6])[C:3](=[O:4])[CH2:2][NH:34][CH3:33])=[CH:9][CH:10]=4)[CH:17]=[N:18][C:19]=3[CH:25]=2)=[CH:27][CH:28]=1, predict the reactants needed to synthesize it. The reactants are: Cl[CH2:2][C:3]([N:5]([CH2:7][C:8]1[CH:13]=[CH:12][C:11]([CH2:14][CH2:15][N:16]2[C:21](=[O:22])[C:20]3[S:23][C:24]([C:26]4[CH:31]=[CH:30][C:29]([Cl:32])=[CH:28][CH:27]=4)=[CH:25][C:19]=3[N:18]=[CH:17]2)=[CH:10][CH:9]=1)[CH3:6])=[O:4].[CH3:33][NH2:34]. (6) Given the product [Si:1]([O:8][CH:9]([CH3:22])[CH2:10][C:12]1[CH:13]=[CH:14][C:15]([B:18]([OH:19])[OH:20])=[CH:16][CH:17]=1)([C:4]([CH3:5])([CH3:6])[CH3:7])([CH3:2])[CH3:3], predict the reactants needed to synthesize it. The reactants are: [Si:1]([O:8][CH2:9][CH:10]([C:12]1[CH:17]=[CH:16][C:15]([B:18]([OH:20])[OH:19])=[CH:14][CH:13]=1)C)([C:4]([CH3:7])([CH3:6])[CH3:5])([CH3:3])[CH3:2].Br[C:22]1C=CC(CC(O[Si](C(C)(C)C)(C)C)C)=CC=1. (7) Given the product [Cl:1][C:2]1[CH:3]=[C:4]([N:8]([CH2:9][C:10]2[C:19]3[C:14](=[C:15]([F:20])[CH:16]=[CH:17][CH:18]=3)[NH:13][C:12](=[O:21])[CH:11]=2)[C:27](=[O:28])[C:26]2[CH:30]=[CH:31][CH:32]=[C:24]([C:22]#[N:23])[CH:25]=2)[CH:5]=[CH:6][CH:7]=1, predict the reactants needed to synthesize it. The reactants are: [Cl:1][C:2]1[CH:3]=[C:4]([NH:8][CH2:9][C:10]2[C:19]3[C:14](=[C:15]([F:20])[CH:16]=[CH:17][CH:18]=3)[NH:13][C:12](=[O:21])[CH:11]=2)[CH:5]=[CH:6][CH:7]=1.[C:22]([C:24]1[CH:25]=[C:26]([CH:30]=[CH:31][CH:32]=1)[C:27](O)=[O:28])#[N:23]. (8) Given the product [F:23][C:24]1[CH:25]=[C:26](/[CH:33]=[CH:34]/[C:35]([O:37][CH3:38])=[O:36])[CH:27]=[C:28]([F:32])[C:29]=1[C@@H:30]1[C:6]2[NH:5][C:13]3[C:8]([C:7]=2[CH2:14][C@@H:15]([CH3:16])[N:17]1[CH2:18][C@H:19]([CH3:22])[CH2:20][F:21])=[CH:9][CH:10]=[CH:11][CH:12]=3, predict the reactants needed to synthesize it. The reactants are: C(O)(=O)C.[NH:5]1[C:13]2[C:8](=[CH:9][CH:10]=[CH:11][CH:12]=2)[C:7]([CH2:14][C@H:15]([NH:17][CH2:18][C@H:19]([CH3:22])[CH2:20][F:21])[CH3:16])=[CH:6]1.[F:23][C:24]1[CH:25]=[C:26](/[CH:33]=[CH:34]/[C:35]([O:37][CH3:38])=[O:36])[CH:27]=[C:28]([F:32])[C:29]=1[CH:30]=O. (9) Given the product [C:8]([O:12][C:13]([N:15]1[CH2:18][CH:17]([CH2:19][N:1]2[CH:5]=[CH:4][CH:3]=[N:2]2)[CH2:16]1)=[O:14])([CH3:11])([CH3:9])[CH3:10], predict the reactants needed to synthesize it. The reactants are: [NH:1]1[CH:5]=[CH:4][CH:3]=[N:2]1.[H-].[Na+].[C:8]([O:12][C:13]([N:15]1[CH2:18][CH:17]([CH2:19]OS(C)(=O)=O)[CH2:16]1)=[O:14])([CH3:11])([CH3:10])[CH3:9].